Dataset: Catalyst prediction with 721,799 reactions and 888 catalyst types from USPTO. Task: Predict which catalyst facilitates the given reaction. (1) Reactant: [Cl:1][C:2]1[CH:3]=[C:4]([NH2:19])[CH:5]=[C:6]([NH:8][C:9]2[C:13]3[CH:14]=[CH:15][C:16]([F:18])=[CH:17][C:12]=3[O:11][N:10]=2)[CH:7]=1.I.CS[C:23]([C:25]1[S:26][CH:27]=[CH:28][CH:29]=1)=[NH:24]. Product: [Cl:1][C:2]1[CH:3]=[C:4]([NH:19][C:23]([C:25]2[S:26][CH:27]=[CH:28][CH:29]=2)=[NH:24])[CH:5]=[C:6]([NH:8][C:9]2[C:13]3[CH:14]=[CH:15][C:16]([F:18])=[CH:17][C:12]=3[O:11][N:10]=2)[CH:7]=1. The catalyst class is: 41. (2) Reactant: [CH3:1][C:2]1([O:17][CH3:18])[O:6][C@@H:5]2[C@@H:7]3[O:11][C@@H:10]([C@H:4]2[O:3]1)[C@H:9]1[C:12]([NH:14][C:15](=[O:16])[C@@H:8]31)=[O:13].Br[CH2:20][C:21]([O:23][CH3:24])=[O:22].C1CCN2C(=NCCC2)CC1. Product: [CH3:24][O:23][C:21]([CH2:20][N:14]1[C:12](=[O:13])[C@@H:9]2[C@@H:8]([C@H:7]3[O:11][C@H:10]2[C@H:4]2[O:3][C:2]([CH3:1])([O:17][CH3:18])[O:6][C@H:5]32)[C:15]1=[O:16])=[O:22]. The catalyst class is: 10. (3) Reactant: CN(C(ON1N=NC2C=CC=NC1=2)=[N+](C)C)C.F[P-](F)(F)(F)(F)F.[C:25]([O:29][C:30]([NH:32][C@@H:33]([C@H:45]([CH3:53])[CH2:46][CH:47]([CH3:52])[CH2:48][CH2:49][CH:50]=[CH2:51])[C:34]([N:36]1[CH2:40][C@H:39]([OH:41])[CH2:38][C@H:37]1[C:42](O)=[O:43])=[O:35])=[O:31])([CH3:28])([CH3:27])[CH3:26].Cl.[NH2:55][C@:56]1([C:61]([NH:63][S:64]([C:67]2([CH2:70][F:71])[CH2:69][CH2:68]2)(=[O:66])=[O:65])=[O:62])[CH2:58][C@H:57]1[CH:59]=[CH2:60].C(N(CC)CC)C. Product: [F:71][CH2:70][C:67]1([S:64]([NH:63][C:61]([C@@:56]2([NH:55][C:42]([C@@H:37]3[CH2:38][C@@H:39]([OH:41])[CH2:40][N:36]3[C:34](=[O:35])[C@@H:33]([NH:32][C:30](=[O:31])[O:29][C:25]([CH3:28])([CH3:26])[CH3:27])[C@H:45]([CH3:53])[CH2:46][CH:47]([CH3:52])[CH2:48][CH2:49][CH:50]=[CH2:51])=[O:43])[CH2:58][C@H:57]2[CH:59]=[CH2:60])=[O:62])(=[O:65])=[O:66])[CH2:68][CH2:69]1. The catalyst class is: 2. (4) Reactant: Cl[C:2]([O:4][CH3:5])=[O:3].[F:6][C:7]1[C:12]([F:13])=[CH:11][CH:10]=[CH:9][C:8]=1[CH2:14][CH2:15][NH2:16].N1C=CC=CC=1. Product: [CH3:5][O:4][C:2](=[O:3])[NH:16][CH2:15][CH2:14][C:8]1[CH:9]=[CH:10][CH:11]=[C:12]([F:13])[C:7]=1[F:6]. The catalyst class is: 2. (5) Reactant: [N:1]1[CH:6]=[CH:5][CH:4]=[CH:3][C:2]=1[C:7]([OH:9])=O.CCN=C=NCCCN(C)C.Cl.C1C=CC2N(O)N=NC=2C=1.CCN(C(C)C)C(C)C.[NH2:41][CH:42]([C:48]#[N:49])[C:43]([O:45][CH2:46][CH3:47])=[O:44]. Product: [C:48]([CH:42]([NH:41][C:7](=[O:9])[C:2]1[CH:3]=[CH:4][CH:5]=[CH:6][N:1]=1)[C:43]([O:45][CH2:46][CH3:47])=[O:44])#[N:49]. The catalyst class is: 1. (6) Reactant: [CH3:1][C:2]1[C:6]2[C:7](=[O:19])[N:8]([CH2:11][CH2:12][N:13]3[CH2:18][CH2:17][CH2:16][CH2:15][CH2:14]3)[CH2:9][CH2:10][C:5]=2[NH:4][C:3]=1[CH:20]=O.[F:22][C:23]1[CH:24]=[C:25]2[C:29](=[CH:30][CH:31]=1)[NH:28][C:27](=[O:32])[CH2:26]2.N1CCCCC1. Product: [F:22][C:23]1[CH:24]=[C:25]2[C:29](=[CH:30][CH:31]=1)[NH:28][C:27](=[O:32])[C:26]2=[CH:20][C:3]1[NH:4][C:5]2[CH2:10][CH2:9][N:8]([CH2:11][CH2:12][N:13]3[CH2:14][CH2:15][CH2:16][CH2:17][CH2:18]3)[C:7](=[O:19])[C:6]=2[C:2]=1[CH3:1]. The catalyst class is: 8.